From a dataset of Catalyst prediction with 721,799 reactions and 888 catalyst types from USPTO. Predict which catalyst facilitates the given reaction. (1) Reactant: [CH3:1][O:2][C:3]1[CH:8]=[CH:7][C:6]([C:9]([C:11]2[S:12][CH:13]=[CH:14][C:15]=2[O:16][CH:17]2[CH:22]([OH:23])[CH:21]([OH:24])[CH:20]([OH:25])[CH:19]([CH2:26][OH:27])[O:18]2)=[O:10])=[CH:5][CH:4]=1.[BH4-].[Na+].ClCCl.CO.N. Product: [OH:10][CH:9]([C:6]1[CH:5]=[CH:4][C:3]([O:2][CH3:1])=[CH:8][CH:7]=1)[C:11]1[S:12][CH:13]=[CH:14][C:15]=1[O:16][CH:17]1[CH:22]([OH:23])[CH:21]([OH:24])[CH:20]([OH:25])[CH:19]([CH2:26][OH:27])[O:18]1. The catalyst class is: 193. (2) Product: [N:24]1([C:28]([C:30]2[N:31]=[CH:32][C:33]([O:1][C:2]3[CH:3]=[C:4]([CH:14]=[C:15]([O:17][CH:18]4[CH2:23][CH2:22][O:21][CH2:20][CH2:19]4)[CH:16]=3)[C:5]([NH:7][C:8]3[CH:12]=[CH:11][N:10]([CH3:13])[N:9]=3)=[O:6])=[CH:34][CH:35]=2)=[O:29])[CH2:27][CH2:26][CH2:25]1. The catalyst class is: 44. Reactant: [OH:1][C:2]1[CH:3]=[C:4]([CH:14]=[C:15]([O:17][CH:18]2[CH2:23][CH2:22][O:21][CH2:20][CH2:19]2)[CH:16]=1)[C:5]([NH:7][C:8]1[CH:12]=[CH:11][N:10]([CH3:13])[N:9]=1)=[O:6].[N:24]1([C:28]([C:30]2[CH:35]=[CH:34][C:33](Br)=[CH:32][N:31]=2)=[O:29])[CH2:27][CH2:26][CH2:25]1.C(=O)([O-])[O-].[Cs+].[Cs+]. (3) Reactant: [Cl:1][C:2]1[CH:3]=[C:4]([CH:24]=[CH:25][C:26]=1[F:27])[CH2:5][N:6]1[CH2:15][CH2:14][C:13]2[C:8](=[C:9]([O:21][CH3:22])[C:10](=[O:20])[N:11]([CH3:19])[C:12]=2[C:16](O)=[O:17])[C:7]1=[O:23].C(Cl)(=O)C(Cl)=O.[CH3:34][NH:35][CH3:36].C1COCC1. Product: [Cl:1][C:2]1[CH:3]=[C:4]([CH:24]=[CH:25][C:26]=1[F:27])[CH2:5][N:6]1[CH2:15][CH2:14][C:13]2[C:8](=[C:9]([O:21][CH3:22])[C:10](=[O:20])[N:11]([CH3:19])[C:12]=2[C:16]([N:35]([CH3:36])[CH3:34])=[O:17])[C:7]1=[O:23]. The catalyst class is: 59.